This data is from Catalyst prediction with 721,799 reactions and 888 catalyst types from USPTO. The task is: Predict which catalyst facilitates the given reaction. (1) Reactant: [OH:1][C:2]1[C:3]([C:18]([NH:20][CH2:21][C:22]([O:24]CC)=[O:23])=[O:19])=[C:4]2[C:9](=[CH:10][C:11]=1[C:12]1[S:13][CH:14]=[C:15]([CH3:17])[N:16]=1)[N:8]=[CH:7][CH:6]=[N:5]2.[OH-].[Na+]. Product: [OH:1][C:2]1[C:3]([C:18]([NH:20][CH2:21][C:22]([OH:24])=[O:23])=[O:19])=[C:4]2[C:9](=[CH:10][C:11]=1[C:12]1[S:13][CH:14]=[C:15]([CH3:17])[N:16]=1)[N:8]=[CH:7][CH:6]=[N:5]2. The catalyst class is: 8. (2) Reactant: [F:1][C:2]1[CH:7]=[C:6]([N:8]2[CH2:12][C@H:11]([CH2:13][N:14]=[N+]=[N-])[O:10][C:9]2=[O:17])[CH:5]=[CH:4][C:3]=1[N:18]1[CH2:22][CH:21]2[CH2:23][C:24]3([CH2:29][CH:20]2[CH2:19]1)[O:28][CH2:27][CH2:26][O:25]3.N1C=CC=CC=1.[C:36](OC(=O)C)(=[O:38])[CH3:37]. Product: [C:36]([NH:14][CH2:13][C@@H:11]1[O:10][C:9](=[O:17])[N:8]([C:6]2[CH:5]=[CH:4][C:3]([N:18]3[CH2:22][CH:21]4[CH2:23][C:24]5([CH2:29][CH:20]4[CH2:19]3)[O:28][CH2:27][CH2:26][O:25]5)=[C:2]([F:1])[CH:7]=2)[CH2:12]1)(=[O:38])[CH3:37]. The catalyst class is: 78. (3) Reactant: [CH3:1][N:2]([CH3:33])[C:3]([C:5]1[C:6]2[CH2:7][CH2:8][C@@H:9]([C:27]3[CH:32]=[CH:31][CH:30]=[CH:29][CH:28]=3)[O:10][C:11]=2[C:12]2[N:16]=[C:15]([CH3:17])[N:14](COCC[Si](C)(C)C)[C:13]=2[CH:26]=1)=[O:4].B(F)(F)F.CCOCC. Product: [CH3:33][N:2]([CH3:1])[C:3]([C:5]1[C:6]2[CH2:7][CH2:8][C@@H:9]([C:27]3[CH:32]=[CH:31][CH:30]=[CH:29][CH:28]=3)[O:10][C:11]=2[C:12]2[N:16]=[C:15]([CH3:17])[NH:14][C:13]=2[CH:26]=1)=[O:4]. The catalyst class is: 4. (4) Reactant: [NH2:1][CH:2]([CH2:5][CH:6]1[CH2:11][CH2:10][CH2:9][O:8][CH2:7]1)[CH2:3][OH:4].CCN(CC)CC.[CH3:19][C:20]([O:23][C:24](O[C:24]([O:23][C:20]([CH3:22])([CH3:21])[CH3:19])=[O:25])=[O:25])([CH3:22])[CH3:21]. Product: [OH:4][CH2:3][C@@H:2]([NH:1][C:24](=[O:25])[O:23][C:20]([CH3:22])([CH3:21])[CH3:19])[CH2:5][CH:6]1[CH2:11][CH2:10][CH2:9][O:8][CH2:7]1. The catalyst class is: 2. (5) Reactant: [O:1]1[CH2:6][CH:5]=[C:4]([C:7]2[CH:8]=[C:9]([OH:13])[CH:10]=[N:11][CH:12]=2)[CH2:3][CH2:2]1. Product: [O:1]1[CH2:6][CH2:5][CH:4]([C:7]2[CH:8]=[C:9]([OH:13])[CH:10]=[N:11][CH:12]=2)[CH2:3][CH2:2]1. The catalyst class is: 19. (6) Reactant: Cl[C:2]1[CH:7]=[CH:6][NH:5][C:4](=[O:8])[C:3]=1[C:9]1[NH:27][C:12]2=[CH:13][C:14]3[C:15](=[O:26])[N:16]([CH2:21][CH2:22][N:23]([CH3:25])[CH3:24])[C:17](=[O:20])[C:18]=3[CH:19]=[C:11]2[N:10]=1.[F:28][C:29]1[CH:34]=[CH:33][C:32]([F:35])=[CH:31][C:30]=1[CH2:36][CH:37]([NH2:39])[CH3:38].C(N(CC)C(C)C)(C)C. Product: [F:28][C:29]1[CH:34]=[CH:33][C:32]([F:35])=[CH:31][C:30]=1[CH2:36][CH:37]([NH:39][C:2]1[CH:7]=[CH:6][NH:5][C:4](=[O:8])[C:3]=1[C:9]1[NH:27][C:12]2=[CH:13][C:14]3[C:15](=[O:26])[N:16]([CH2:21][CH2:22][N:23]([CH3:25])[CH3:24])[C:17](=[O:20])[C:18]=3[CH:19]=[C:11]2[N:10]=1)[CH3:38]. The catalyst class is: 51.